This data is from NCI-60 drug combinations with 297,098 pairs across 59 cell lines. The task is: Regression. Given two drug SMILES strings and cell line genomic features, predict the synergy score measuring deviation from expected non-interaction effect. (1) Drug 1: C1CN1P(=S)(N2CC2)N3CC3. Drug 2: CC1=C(C=C(C=C1)C(=O)NC2=CC(=CC(=C2)C(F)(F)F)N3C=C(N=C3)C)NC4=NC=CC(=N4)C5=CN=CC=C5. Cell line: K-562. Synergy scores: CSS=61.0, Synergy_ZIP=-4.44, Synergy_Bliss=-4.99, Synergy_Loewe=-3.15, Synergy_HSA=-1.33. (2) Drug 1: C1CNP(=O)(OC1)N(CCCl)CCCl. Drug 2: C1C(C(OC1N2C=NC3=C2NC=NCC3O)CO)O. Cell line: RPMI-8226. Synergy scores: CSS=2.09, Synergy_ZIP=-0.0263, Synergy_Bliss=-1.12, Synergy_Loewe=-13.2, Synergy_HSA=-7.42. (3) Drug 1: CC1C(C(CC(O1)OC2CC(OC(C2O)C)OC3=CC4=CC5=C(C(=O)C(C(C5)C(C(=O)C(C(C)O)O)OC)OC6CC(C(C(O6)C)O)OC7CC(C(C(O7)C)O)OC8CC(C(C(O8)C)O)(C)O)C(=C4C(=C3C)O)O)O)O. Drug 2: CC1C(C(CC(O1)OC2CC(CC3=C2C(=C4C(=C3O)C(=O)C5=C(C4=O)C(=CC=C5)OC)O)(C(=O)CO)O)N)O.Cl. Cell line: HT29. Synergy scores: CSS=37.1, Synergy_ZIP=6.20, Synergy_Bliss=7.93, Synergy_Loewe=0.538, Synergy_HSA=8.05. (4) Synergy scores: CSS=-3.99, Synergy_ZIP=6.93, Synergy_Bliss=7.71, Synergy_Loewe=-1.91, Synergy_HSA=-3.05. Drug 2: CC1CCC2CC(C(=CC=CC=CC(CC(C(=O)C(C(C(=CC(C(=O)CC(OC(=O)C3CCCCN3C(=O)C(=O)C1(O2)O)C(C)CC4CCC(C(C4)OC)OCCO)C)C)O)OC)C)C)C)OC. Cell line: U251. Drug 1: COC1=NC(=NC2=C1N=CN2C3C(C(C(O3)CO)O)O)N. (5) Drug 1: C1CC2CC3=C(CC1C24CN(S(=O)(=O)N4)CC(F)(F)F)C=CC(=C3)C=CCN5CCC(CC5)C(F)(F)F. Drug 2: CC(C)(C1=NC(=CC=C1)N2C3=NC(=NC=C3C(=O)N2CC=C)NC4=CC=C(C=C4)N5CCN(CC5)C)O. Cell line: HT29. Synergy scores: CSS=82.1, Synergy_ZIP=7.39, Synergy_Bliss=8.57, Synergy_Loewe=3.71, Synergy_HSA=12.5. (6) Drug 2: CC1CCC2CC(C(=CC=CC=CC(CC(C(=O)C(C(C(=CC(C(=O)CC(OC(=O)C3CCCCN3C(=O)C(=O)C1(O2)O)C(C)CC4CCC(C(C4)OC)O)C)C)O)OC)C)C)C)OC. Synergy scores: CSS=25.5, Synergy_ZIP=5.77, Synergy_Bliss=8.78, Synergy_Loewe=-11.5, Synergy_HSA=5.23. Drug 1: C1CCC(C1)C(CC#N)N2C=C(C=N2)C3=C4C=CNC4=NC=N3. Cell line: SF-268. (7) Synergy scores: CSS=6.88, Synergy_ZIP=-0.956, Synergy_Bliss=2.03, Synergy_Loewe=-23.3, Synergy_HSA=0.351. Drug 2: COC1=C2C(=CC3=C1OC=C3)C=CC(=O)O2. Drug 1: CC1CCC2CC(C(=CC=CC=CC(CC(C(=O)C(C(C(=CC(C(=O)CC(OC(=O)C3CCCCN3C(=O)C(=O)C1(O2)O)C(C)CC4CCC(C(C4)OC)OCCO)C)C)O)OC)C)C)C)OC. Cell line: IGROV1. (8) Drug 1: C1CCN(CC1)CCOC2=CC=C(C=C2)C(=O)C3=C(SC4=C3C=CC(=C4)O)C5=CC=C(C=C5)O. Drug 2: CC12CCC3C(C1CCC2O)C(CC4=C3C=CC(=C4)O)CCCCCCCCCS(=O)CCCC(C(F)(F)F)(F)F. Cell line: HCC-2998. Synergy scores: CSS=1.51, Synergy_ZIP=3.33, Synergy_Bliss=2.21, Synergy_Loewe=2.30, Synergy_HSA=-0.772. (9) Drug 1: CC(CN1CC(=O)NC(=O)C1)N2CC(=O)NC(=O)C2. Drug 2: C1=CC(=CC=C1C#N)C(C2=CC=C(C=C2)C#N)N3C=NC=N3. Cell line: KM12. Synergy scores: CSS=27.5, Synergy_ZIP=-4.85, Synergy_Bliss=0.175, Synergy_Loewe=5.30, Synergy_HSA=5.82. (10) Drug 1: C1CCN(CC1)CCOC2=CC=C(C=C2)C(=O)C3=C(SC4=C3C=CC(=C4)O)C5=CC=C(C=C5)O. Drug 2: CC1=CC=C(C=C1)C2=CC(=NN2C3=CC=C(C=C3)S(=O)(=O)N)C(F)(F)F. Synergy scores: CSS=-5.45, Synergy_ZIP=4.38, Synergy_Bliss=0.419, Synergy_Loewe=-1.64, Synergy_HSA=-4.70. Cell line: MDA-MB-435.